This data is from NCI-60 drug combinations with 297,098 pairs across 59 cell lines. The task is: Regression. Given two drug SMILES strings and cell line genomic features, predict the synergy score measuring deviation from expected non-interaction effect. (1) Drug 2: CN(C(=O)NC(C=O)C(C(C(CO)O)O)O)N=O. Cell line: IGROV1. Drug 1: CC12CCC3C(C1CCC2O)C(CC4=C3C=CC(=C4)O)CCCCCCCCCS(=O)CCCC(C(F)(F)F)(F)F. Synergy scores: CSS=1.07, Synergy_ZIP=0.388, Synergy_Bliss=1.33, Synergy_Loewe=1.27, Synergy_HSA=-0.165. (2) Drug 1: CC12CCC(CC1=CCC3C2CCC4(C3CC=C4C5=CN=CC=C5)C)O. Drug 2: C#CCC(CC1=CN=C2C(=N1)C(=NC(=N2)N)N)C3=CC=C(C=C3)C(=O)NC(CCC(=O)O)C(=O)O. Cell line: UACC62. Synergy scores: CSS=3.80, Synergy_ZIP=-0.624, Synergy_Bliss=1.14, Synergy_Loewe=-24.2, Synergy_HSA=1.72. (3) Drug 1: C1C(C(OC1N2C=C(C(=O)NC2=O)F)CO)O. Drug 2: C1=NC2=C(N1)C(=S)N=CN2. Cell line: HCT-15. Synergy scores: CSS=53.4, Synergy_ZIP=-3.37, Synergy_Bliss=0.871, Synergy_Loewe=3.92, Synergy_HSA=3.91. (4) Drug 1: CC1=C2C(C(=O)C3(C(CC4C(C3C(C(C2(C)C)(CC1OC(=O)C(C(C5=CC=CC=C5)NC(=O)C6=CC=CC=C6)O)O)OC(=O)C7=CC=CC=C7)(CO4)OC(=O)C)O)C)OC(=O)C. Drug 2: CC1CCC2CC(C(=CC=CC=CC(CC(C(=O)C(C(C(=CC(C(=O)CC(OC(=O)C3CCCCN3C(=O)C(=O)C1(O2)O)C(C)CC4CCC(C(C4)OC)OCCO)C)C)O)OC)C)C)C)OC. Cell line: SNB-75. Synergy scores: CSS=22.1, Synergy_ZIP=-0.198, Synergy_Bliss=3.06, Synergy_Loewe=2.79, Synergy_HSA=3.99. (5) Drug 2: C1=NNC2=C1C(=O)NC=N2. Cell line: OVCAR-4. Drug 1: C1=CC(=CC=C1CCCC(=O)O)N(CCCl)CCCl. Synergy scores: CSS=2.64, Synergy_ZIP=-2.08, Synergy_Bliss=-4.38, Synergy_Loewe=-8.53, Synergy_HSA=-4.99.